From a dataset of Full USPTO retrosynthesis dataset with 1.9M reactions from patents (1976-2016). Predict the reactants needed to synthesize the given product. Given the product [C:24]([Si:21]([O:9][C:5]1[CH:6]=[C:7]([F:8])[C:2]([F:1])=[CH:3][C:4]=1[O:10][CH3:11])([CH3:23])[CH3:22])([CH3:27])([CH3:26])[CH3:25], predict the reactants needed to synthesize it. The reactants are: [F:1][C:2]1[C:7]([F:8])=[CH:6][C:5]([OH:9])=[C:4]([O:10][CH3:11])[CH:3]=1.C(N(CC)C(C)C)(C)C.[Si:21](Cl)([C:24]([CH3:27])([CH3:26])[CH3:25])([CH3:23])[CH3:22].CN(C1C=CC=CN=1)C.[SiH4].